This data is from Reaction yield outcomes from USPTO patents with 853,638 reactions. The task is: Predict the reaction yield, written as a fraction of the theoretical maximum amount of product (1.0 means a 100% yield; for example, 0.34 means a 34% yield). The reactants are [N:1]1[CH:6]=[CH:5][C:4]([NH:7][C:8]2[CH:16]=[CH:15][C:11]([C:12]([OH:14])=O)=[CH:10][CH:9]=2)=[CH:3][CH:2]=1.CN(C=O)C.[N+:22]([C:25]1[CH:31]=[CH:30][C:28]([NH2:29])=[CH:27][CH:26]=1)([O-:24])=[O:23].N. The catalyst is O=S(Cl)Cl.O.CCN(CC)CC.N1C=CC=CC=1. The product is [N+:22]([C:25]1[CH:31]=[CH:30][C:28]([NH:29][C:12](=[O:14])[C:11]2[CH:10]=[CH:9][C:8]([NH:7][C:4]3[CH:3]=[CH:2][N:1]=[CH:6][CH:5]=3)=[CH:16][CH:15]=2)=[CH:27][CH:26]=1)([O-:24])=[O:23]. The yield is 0.320.